Dataset: Forward reaction prediction with 1.9M reactions from USPTO patents (1976-2016). Task: Predict the product of the given reaction. (1) Given the reactants [O-:1][C:2]#[N:3].[K+].[NH2:5][C:6]1[CH:11]=[CH:10][CH:9]=[CH:8][C:7]=1[OH:12], predict the reaction product. The product is: [OH:12][C:7]1[CH:8]=[CH:9][CH:10]=[CH:11][C:6]=1[NH:5][C:2]([NH2:3])=[O:1]. (2) Given the reactants C([N:8](CC1C=CC=CC=1)[C:9]1([CH:12]2[CH2:16][CH2:15][N:14](C(C3C=CC=CC=3)C)[CH2:13]2)[CH2:11][CH2:10]1)C1C=CC=CC=1, predict the reaction product. The product is: [NH:14]1[CH2:15][CH2:16][C@@H:12]([C:9]2([NH2:8])[CH2:11][CH2:10]2)[CH2:13]1. (3) Given the reactants [CH:1]1([C:4]2[CH:5]=[CH:6][C:7]([C:15]([OH:17])=O)=[N:8][C:9]=2[O:10][CH2:11][CH:12]2[CH2:14][CH2:13]2)[CH2:3][CH2:2]1.[CH:18]1([CH2:21][C@H:22]([NH2:29])[C:23]2[N:27]=[C:26]([CH3:28])[O:25][N:24]=2)[CH2:20][CH2:19]1, predict the reaction product. The product is: [CH:18]1([CH2:21][C@H:22]([NH:29][C:15]([C:7]2[CH:6]=[CH:5][C:4]([CH:1]3[CH2:2][CH2:3]3)=[C:9]([O:10][CH2:11][CH:12]3[CH2:13][CH2:14]3)[N:8]=2)=[O:17])[C:23]2[N:27]=[C:26]([CH3:28])[O:25][N:24]=2)[CH2:20][CH2:19]1. (4) Given the reactants C[O:2][C:3]1[CH:8]=[CH:7][C:6]([C:9]([F:12])([F:11])[F:10])=[CH:5][C:4]=1[C:13](=[O:15])[CH3:14].B(Cl)(Cl)Cl, predict the reaction product. The product is: [OH:2][C:3]1[CH:8]=[CH:7][C:6]([C:9]([F:10])([F:11])[F:12])=[CH:5][C:4]=1[C:13](=[O:15])[CH3:14].